This data is from Full USPTO retrosynthesis dataset with 1.9M reactions from patents (1976-2016). The task is: Predict the reactants needed to synthesize the given product. (1) Given the product [CH2:1]([S:3][C:11]1[CH:10]=[CH:9][C:8]([N+:5]([O-:7])=[O:6])=[CH:13][N:12]=1)[CH3:2], predict the reactants needed to synthesize it. The reactants are: [CH2:1]([S-:3])[CH3:2].[Na+].[N+:5]([C:8]1[CH:9]=[CH:10][C:11](Cl)=[N:12][CH:13]=1)([O-:7])=[O:6]. (2) Given the product [CH:7]([CH:4]1[CH2:5][CH2:6][N:1]([C:11]([O:13][CH2:14][C:15]2[CH:16]=[CH:17][CH:18]=[CH:19][CH:20]=2)=[O:12])[CH2:2][CH2:3]1)=[O:8], predict the reactants needed to synthesize it. The reactants are: [N:1]1([C:11]([O:13][CH2:14][C:15]2[CH:20]=[CH:19][CH:18]=[CH:17][CH:16]=2)=[O:12])[CH2:6][CH2:5][CH:4]([C:7](OC)=[O:8])[CH2:3][CH2:2]1.CC(C[AlH]CC(C)C)C.CO.[Cl-].[Na+]. (3) Given the product [C:14]([NH:13][C:6]1[C:7]([F:12])=[CH:8][C:9]([Cl:11])=[CH:10][C:5]=1[C:4]([OH:20])=[O:3])(=[O:16])[CH3:15], predict the reactants needed to synthesize it. The reactants are: C([O:3][C:4](=[O:20])[C:5]1[CH:10]=[C:9]([Cl:11])[CH:8]=[C:7]([F:12])[C:6]=1[N:13](C(=O)C)[C:14](=[O:16])[CH3:15])C.[OH-].[Na+]. (4) Given the product [C:1]1([C:12]2[CH:17]=[CH:16][CH:15]=[CH:14][CH:13]=2)[CH:6]=[CH:5][C:4]([C:7]2[CH:8]([O:9][CH3:10])[O:20][CH:18]([O:21][CH3:26])[CH:11]=2)=[CH:3][CH:2]=1, predict the reactants needed to synthesize it. The reactants are: [C:1]1([C:12]2[CH:17]=[CH:16][CH:15]=[CH:14][CH:13]=2)[CH:6]=[CH:5][C:4]([C:7]2[CH:11]=[CH:10][O:9][CH:8]=2)=[CH:3][CH:2]=1.[C:18]([O-:21])([O-:20])=O.[Na+].[Na+].BrBr.[CH:26]1C=CC=CC=1. (5) The reactants are: C[N:2]1[C:7]([O:8][C:9]2[CH:14]=[CH:13][CH:12]=[C:11]([C:15]([F:18])([F:17])[F:16])[CH:10]=2)=[CH:6][CH:5]=[N:4][CH:3]1[C:19]1[CH:24]=[CH:23][C:22]([C:25]([F:28])([F:27])[F:26])=[CH:21][CH:20]=1.O(C1C=CN=C(C2C=CC(C(F)(F)F)=CC=2)N=1)C1C=CC=CC=1. Given the product [F:18][C:15]([F:16])([F:17])[C:11]1[CH:10]=[C:9]([CH:14]=[CH:13][CH:12]=1)[O:8][C:7]1[CH:6]=[CH:5][N:4]=[C:3]([C:19]2[CH:20]=[CH:21][C:22]([C:25]([F:28])([F:27])[F:26])=[CH:23][CH:24]=2)[N:2]=1, predict the reactants needed to synthesize it. (6) Given the product [N:23]1[CH:22]=[CH:21][N:19]2[CH:20]=[C:15]([N:10]3[CH2:11][CH2:12][N:8]([C:3]4[CH:4]=[N:5][CH:6]=[CH:7][C:2]=4[CH3:1])[C:9]3=[O:13])[CH:16]=[CH:17][C:18]=12, predict the reactants needed to synthesize it. The reactants are: [CH3:1][C:2]1[CH:7]=[CH:6][N:5]=[CH:4][C:3]=1[N:8]1[CH2:12][CH2:11][NH:10][C:9]1=[O:13].Br[C:15]1[CH:16]=[CH:17][C:18]2[N:19]([CH:21]=[CH:22][N:23]=2)[CH:20]=1.N[C@@H]1CCCC[C@H]1N.P([O-])([O-])([O-])=O.[K+].[K+].[K+].